From a dataset of Forward reaction prediction with 1.9M reactions from USPTO patents (1976-2016). Predict the product of the given reaction. (1) Given the reactants Cl[C:2]1[N:7]=[C:6]([C:8]2[C:9]([C:17]3[CH:18]=[C:19]([NH:23][C:24](=[O:34])[C:25]4[C:30]([F:31])=[CH:29][CH:28]=[C:27]([CH3:32])[C:26]=4[F:33])[CH:20]=[CH:21][CH:22]=3)=[N:10][N:11]3[CH:16]=[CH:15][CH:14]=[CH:13][C:12]=23)[CH:5]=[CH:4][N:3]=1.[NH2:35][C:36]1[CH:37]=[C:38]([O:42][CH2:43][CH2:44][N:45]([CH3:47])[CH3:46])[CH:39]=[CH:40][CH:41]=1, predict the reaction product. The product is: [CH3:46][N:45]([CH3:47])[CH2:44][CH2:43][O:42][C:38]1[CH:37]=[C:36]([NH:35][C:2]2[N:7]=[C:6]([C:8]3[C:9]([C:17]4[CH:18]=[C:19]([NH:23][C:24](=[O:34])[C:25]5[C:30]([F:31])=[CH:29][CH:28]=[C:27]([CH3:32])[C:26]=5[F:33])[CH:20]=[CH:21][CH:22]=4)=[N:10][N:11]4[CH:16]=[CH:15][CH:14]=[CH:13][C:12]=34)[CH:5]=[CH:4][N:3]=2)[CH:41]=[CH:40][CH:39]=1. (2) Given the reactants C([N:8]1[CH2:15][C@H:14]2[C@H:10]([CH2:11][CH2:12][CH2:13]2)[C@H:9]1[CH2:16][OH:17])C1C=CC=CC=1.[CH3:30][C:29]([O:28][C:26](O[C:26]([O:28][C:29]([CH3:32])([CH3:31])[CH3:30])=[O:27])=[O:27])([CH3:32])[CH3:31], predict the reaction product. The product is: [C:29]([O:28][C:26]([N:8]1[CH2:15][C@H:14]2[C@H:10]([CH2:11][CH2:12][CH2:13]2)[C@H:9]1[CH2:16][OH:17])=[O:27])([CH3:30])([CH3:31])[CH3:32].